This data is from Reaction yield outcomes from USPTO patents with 853,638 reactions. The task is: Predict the reaction yield, written as a fraction of the theoretical maximum amount of product (1.0 means a 100% yield; for example, 0.34 means a 34% yield). (1) The reactants are [NH2:1][CH2:2][C@H:3]([NH:7][C:8]([O:10][CH2:11][C:12]1[CH:17]=[CH:16][CH:15]=[CH:14][CH:13]=1)=[O:9])[C:4]([OH:6])=[O:5].[CH3:18][C:19](=[CH2:21])[CH3:20].OS(O)(=O)=O.C([O-])(O)=O.[Na+]. The catalyst is O1CCOCC1.C(OCC)C. The product is [NH2:1][CH2:2][C@H:3]([NH:7][C:8]([O:10][CH2:11][C:12]1[CH:17]=[CH:16][CH:15]=[CH:14][CH:13]=1)=[O:9])[C:4]([O:6][C:19]([CH3:21])([CH3:20])[CH3:18])=[O:5]. The yield is 0.780. (2) The reactants are [CH3:1][C@@:2]1([CH2:8][CH2:9][C:10]2[N:11]([CH3:15])[CH:12]=[CH:13][CH:14]=2)[CH2:6][O:5][C:4](=[O:7])[NH:3]1.[OH-].[K+].O.[C:19](O)(=O)[C@H:20]([C@@H](C(O)=O)O)[OH:21].O1CCC[CH2:30]1. The catalyst is CO.C(Cl)Cl. The product is [C:4]([O:5][CH2:6][C@@:2]([NH:3][C:20](=[O:21])[CH3:19])([CH3:1])[CH2:8][CH2:9][C:10]1[N:11]([CH3:15])[CH:12]=[CH:13][CH:14]=1)(=[O:7])[CH3:30]. The yield is 0.530. (3) The reactants are [Cl:1][C:2]1[CH:7]=[CH:6][C:5]([N:8]([C:34](=[O:37])[CH2:35][CH3:36])[C@H:9]2[C:18]3[C:13](=[CH:14][CH:15]=[C:16]([CH:19]=[CH:20][C:21]([OH:23])=[O:22])[CH:17]=3)[N:12]([C:24](=[O:32])[C:25]3[CH:30]=[CH:29][C:28]([F:31])=[CH:27][CH:26]=3)[C@@H:11]([CH3:33])[CH2:10]2)=[CH:4][CH:3]=1.Br[C:39]1C=C2C(=CC=1)N(C(=O)C1C=CC(F)=CC=1)[C@@H](C)C[C@H]2N(C1C=CC(Cl)=CC=1)C(=O)CC.C1(P(C2C=CC=CC=2)CCCP(C2C=CC=CC=2)C2C=CC=CC=2)C=CC=CC=1.C(OC)(=O)C=C. The catalyst is CN(C=O)C.C([O-])(=O)C.[Pd+2].C([O-])(=O)C. The product is [CH3:39][O:22][C:21](=[O:23])[CH:20]=[CH:19][C:16]1[CH:17]=[C:18]2[C:13](=[CH:14][CH:15]=1)[N:12]([C:24](=[O:32])[C:25]1[CH:26]=[CH:27][C:28]([F:31])=[CH:29][CH:30]=1)[C@@H:11]([CH3:33])[CH2:10][C@H:9]2[N:8]([C:5]1[CH:6]=[CH:7][C:2]([Cl:1])=[CH:3][CH:4]=1)[C:34](=[O:37])[CH2:35][CH3:36]. The yield is 0.440. (4) The reactants are [S:1]([O:21][CH2:22][CH3:23])([O:3][CH2:4][C:5]([O:14][CH2:15][CH2:16][CH2:17][CH2:18][CH2:19][CH3:20])([O:7][CH2:8][CH2:9][CH2:10][CH2:11][CH2:12][CH3:13])[CH3:6])=[O:2].[OH2:24]. The catalyst is CC#N.C(Cl)Cl. The product is [S:1]([O:21][CH2:22][CH3:23])([O:3][CH2:4][C:5]([O:14][CH2:15][CH2:16][CH2:17][CH2:18][CH2:19][CH3:20])([O:7][CH2:8][CH2:9][CH2:10][CH2:11][CH2:12][CH3:13])[CH3:6])(=[O:24])=[O:2]. The yield is 0.910. (5) No catalyst specified. The yield is 0.900. The product is [OH:44][CH2:45][CH2:46][N:47]([CH:77]1[CH2:78][CH2:79][O:80][CH2:81][CH2:82]1)[C:48]([C:50]1[C:55]([O:56][CH2:57][C:58]2[CH:59]=[CH:60][CH:61]=[CH:62][CH:63]=2)=[C:54]([OH:64])[N:53]=[C:52]([CH2:65][C:66]2([C:71]3[CH:76]=[CH:75][CH:74]=[CH:73][CH:72]=3)[CH2:70][CH2:69][CH2:68][CH2:67]2)[N:51]=1)=[O:49]. The reactants are C1(N(CCO)C(C2C(OCC3C=CC=CC=3)=C(O)N=C(CC3(C4C=CC=CC=4)CCCC3)N=2)=O)CC1.[Si]([O:44][CH2:45][CH2:46][N:47]([CH:77]1[CH2:82][CH2:81][O:80][CH2:79][CH2:78]1)[C:48]([C:50]1[C:55]([O:56][CH2:57][C:58]2[CH:63]=[CH:62][CH:61]=[CH:60][CH:59]=2)=[C:54]([OH:64])[N:53]=[C:52]([CH2:65][C:66]2([C:71]3[CH:76]=[CH:75][CH:74]=[CH:73][CH:72]=3)[CH2:70][CH2:69][CH2:68][CH2:67]2)[N:51]=1)=[O:49])(C(C)(C)C)(C)C. (6) The reactants are [NH:1]1[C:9]2[C:4](=[CH:5][CH:6]=[CH:7][CH:8]=2)[CH:3]=[C:2]1[C:10]1[C:11]([O:20][CH3:21])=[CH:12][C:13]([O:18][CH3:19])=[C:14]([CH:17]=1)[CH:15]=O.[C:22]([C:25]1[CH:33]=[CH:32][C:28]([C:29]([OH:31])=[O:30])=[CH:27][CH:26]=1)(=[O:24])[CH3:23]. No catalyst specified. The product is [NH:1]1[C:9]2[C:4](=[CH:5][CH:6]=[CH:7][CH:8]=2)[CH:3]=[C:2]1[C:10]1[C:11]([O:20][CH3:21])=[CH:12][C:13]([O:18][CH3:19])=[C:14](/[CH:15]=[CH:23]/[C:22]([C:25]2[CH:33]=[CH:32][C:28]([C:29]([OH:31])=[O:30])=[CH:27][CH:26]=2)=[O:24])[CH:17]=1. The yield is 0.660. (7) The reactants are [Cl:1][C:2]1[C:7]([Cl:8])=[CH:6][C:5]([NH2:9])=[C:4]([N+:10]([O-:12])=[O:11])[CH:3]=1.[Cl:13]N1C(=O)CCC1=O. The catalyst is CN(C=O)C. The product is [Cl:13][C:6]1[C:7]([Cl:8])=[C:2]([Cl:1])[CH:3]=[C:4]([N+:10]([O-:12])=[O:11])[C:5]=1[NH2:9]. The yield is 0.810. (8) The yield is 0.950. The reactants are S(=O)(=O)(O)O.[N+:6]([C:9]1[CH:14]=[C:13]([N+:15]([O-:17])=[O:16])[CH:12]=[CH:11][C:10]=1[NH:18][NH2:19])([O-:8])=[O:7].O.[C:21]1(=O)[CH2:26][CH2:25][CH2:24][CH2:23][CH2:22]1. The product is [N+:6]([C:9]1[CH:14]=[C:13]([N+:15]([O-:17])=[O:16])[CH:12]=[CH:11][C:10]=1[NH:18][N:19]=[C:21]1[CH2:26][CH2:25][CH2:24][CH2:23][CH2:22]1)([O-:8])=[O:7]. The catalyst is C(O)C. (9) The catalyst is CN(C)C(=O)C. The product is [Cl:1][C:2]1[CH:8]=[C:7]([O:9][C:10]2[C:11]3[N:18]([CH3:19])[CH:17]=[CH:16][C:12]=3[N:13]=[CH:14][N:15]=2)[CH:6]=[CH:5][C:3]=1[NH:4][C:27]([NH:36][C:37]1[CH:42]=[C:41]([C:43]([F:44])([F:46])[F:45])[CH:40]=[CH:39][N:38]=1)=[O:28]. The reactants are [Cl:1][C:2]1[CH:8]=[C:7]([O:9][C:10]2[C:11]3[N:18]([CH3:19])[CH:17]=[CH:16][C:12]=3[N:13]=[CH:14][N:15]=2)[CH:6]=[CH:5][C:3]=1[NH2:4].N1C=CC=CC=1.Cl[C:27](OC1C=CC=CC=1)=[O:28].[NH2:36][C:37]1[CH:42]=[C:41]([C:43]([F:46])([F:45])[F:44])[CH:40]=[CH:39][N:38]=1. The yield is 0.210.